From a dataset of Catalyst prediction with 721,799 reactions and 888 catalyst types from USPTO. Predict which catalyst facilitates the given reaction. (1) Reactant: [F:1][C:2]1[CH:7]=[CH:6][C:5]([F:8])=[CH:4][C:3]=1[C@H:9]1[CH2:13][CH2:12][CH2:11][N:10]1[C:14]1[CH:15]=[CH:16][C:17]2[N:18]([C:20]([NH:23][C:24]([N:26]3[CH2:31][CH2:30][N:29](C(OC(C)(C)C)=O)[CH2:28][CH2:27]3)=[O:25])=[CH:21][N:22]=2)[N:19]=1.[ClH:39]. Product: [ClH:39].[F:1][C:2]1[CH:7]=[CH:6][C:5]([F:8])=[CH:4][C:3]=1[C@H:9]1[CH2:13][CH2:12][CH2:11][N:10]1[C:14]1[CH:15]=[CH:16][C:17]2[N:18]([C:20]([NH:23][C:24]([N:26]3[CH2:27][CH2:28][NH:29][CH2:30][CH2:31]3)=[O:25])=[CH:21][N:22]=2)[N:19]=1. The catalyst class is: 2. (2) Reactant: [H-].[Na+].F[C:4]1[CH:9]=[C:8]([N+:10]([O-:12])=[O:11])[CH:7]=[CH:6][C:5]=1[N:13]1[C:17]([CH3:18])=[N:16][CH:15]=[N:14]1.[CH2:19]([OH:22])[CH:20]=[CH2:21]. Product: [CH2:19]([O:22][C:4]1[CH:9]=[C:8]([N+:10]([O-:12])=[O:11])[CH:7]=[CH:6][C:5]=1[N:13]1[C:17]([CH3:18])=[N:16][CH:15]=[N:14]1)[CH:20]=[CH2:21]. The catalyst class is: 3. (3) Reactant: [CH:1]1([S:6][CH:7]([C:11]2[CH:16]=[C:15]([C:17]([F:20])([F:19])[F:18])[CH:14]=[C:13]([C:21]([F:24])([F:23])[F:22])[CH:12]=2)[C:8](O)=[O:9])[CH2:5][CH2:4][CH2:3][CH2:2]1.[NH2:25][C:26]1[CH:31]=[CH:30][CH:29]=[CH:28][N:27]=1. Product: [CH:1]1([S:6][CH:7]([C:11]2[CH:16]=[C:15]([C:17]([F:18])([F:20])[F:19])[CH:14]=[C:13]([C:21]([F:22])([F:24])[F:23])[CH:12]=2)[C:8]([NH:25][C:26]2[CH:31]=[CH:30][CH:29]=[CH:28][N:27]=2)=[O:9])[CH2:2][CH2:3][CH2:4][CH2:5]1. The catalyst class is: 1. (4) Reactant: [CH2:1]([O:3][C:4](=[O:31])[CH:5]([CH:7]1[C:12](=[O:13])[N:11]([C:14]2[CH:19]=[CH:18][C:17]([CH3:20])=[CH:16][CH:15]=2)[CH2:10][CH2:9][N:8]1C(OCC1C=CC=CC=1)=O)[OH:6])[CH3:2]. Product: [OH:6][CH:5]([CH:7]1[C:12](=[O:13])[N:11]([C:14]2[CH:15]=[CH:16][C:17]([CH3:20])=[CH:18][CH:19]=2)[CH2:10][CH2:9][NH:8]1)[C:4]([O:3][CH2:1][CH3:2])=[O:31]. The catalyst class is: 14. (5) The catalyst class is: 3. Product: [NH3:6].[CH:1]1([N:6]2[C:15]3[N:14]=[C:13]([NH:16][C:17]4[CH:25]=[CH:24][C:20]([C:21]([NH:61][CH:58]5[CH2:59][CH2:60][N:55]([CH3:54])[CH2:56][CH2:57]5)=[O:22])=[CH:19][C:18]=4[O:26][CH3:27])[N:12]=[CH:11][C:10]=3[N:9]([CH3:28])[CH2:8][C@H:7]2[CH2:29][CH2:30][CH3:31])[CH2:5][CH2:4][CH2:3][CH2:2]1. Reactant: [CH:1]1([N:6]2[C:15]3[N:14]=[C:13]([NH:16][C:17]4[CH:25]=[CH:24][C:20]([C:21](O)=[O:22])=[CH:19][C:18]=4[O:26][CH3:27])[N:12]=[CH:11][C:10]=3[N:9]([CH3:28])[CH2:8][C@H:7]2[CH2:29][CH2:30][CH3:31])[CH2:5][CH2:4][CH2:3][CH2:2]1.F[B-](F)(F)F.N1(OC(N(C)C)=[N+](C)C)C2C=CC=CC=2N=N1.[CH3:54][N:55]1[CH2:60][CH2:59][CH:58]([NH2:61])[CH2:57][CH2:56]1.CCN(C(C)C)C(C)C. (6) Reactant: [CH3:1][O:2][C:3]1[C:8]2[NH:9][CH:10]([CH2:13][NH2:14])[CH2:11][O:12][C:7]=2[CH:6]=[CH:5][CH:4]=1.[C:15](OC(=O)C)(=[O:17])[CH3:16]. The catalyst class is: 17. Product: [CH3:1][O:2][C:3]1[C:8]2[NH:9][CH:10]([CH2:13][NH:14][C:15](=[O:17])[CH3:16])[CH2:11][O:12][C:7]=2[CH:6]=[CH:5][CH:4]=1. (7) The catalyst class is: 11. Reactant: C(P([C:10]([CH3:13])([CH3:12])C)C(C)(C)C)(C)(C)C.[NH2:14][C:15]1[CH:20]=[CH:19][CH:18]=[CH:17][CH:16]=1.[C:21](O[Na])([CH3:24])([CH3:23])C. Product: [C:15]1([N:14]([C:12]2[CH:10]=[CH:13][CH:23]=[CH:21][CH:24]=2)[C:18]2[CH:19]=[CH:20][C:15]([NH:14][C:23]3[CH:21]=[CH:24][CH:13]=[CH:10][CH:12]=3)=[CH:16][CH:17]=2)[CH:20]=[CH:19][CH:18]=[CH:17][CH:16]=1. (8) Reactant: [CH2:1]([NH:8][C:9]1[CH:10]=[C:11]([N:18]2[CH2:23][CH2:22][CH:21]([C:24](O)=[O:25])[CH2:20][CH2:19]2)[CH:12]=[CH:13][C:14]=1[N+:15]([O-:17])=[O:16])[C:2]1[CH:7]=[CH:6][CH:5]=[CH:4][CH:3]=1.[NH2:27][C:28]1[CH:33]=[CH:32][CH:31]=[CH:30][CH:29]=1.C(N(C(C)C)CC)(C)C.CN(C(ON1N=NC2C=CC=NC1=2)=[N+](C)C)C.F[P-](F)(F)(F)(F)F. Product: [CH2:1]([NH:8][C:9]1[CH:10]=[C:11]([N:18]2[CH2:23][CH2:22][CH:21]([C:24]([NH:27][C:28]3[CH:33]=[CH:32][CH:31]=[CH:30][CH:29]=3)=[O:25])[CH2:20][CH2:19]2)[CH:12]=[CH:13][C:14]=1[N+:15]([O-:17])=[O:16])[C:2]1[CH:7]=[CH:6][CH:5]=[CH:4][CH:3]=1. The catalyst class is: 18. (9) Reactant: [C:1]1([P:7]([C:14]2[CH:19]=[CH:18][CH:17]=[CH:16][CH:15]=2)[C:8]2[CH:13]=[CH:12][CH:11]=[CH:10][CH:9]=2)[CH:6]=[CH:5][CH:4]=[CH:3][CH:2]=1.[Br:20][CH2:21][CH2:22][C:23]([OH:25])=[O:24].CCOCC. Product: [Br-:20].[C:23]([CH2:22][CH2:21][P+:7]([C:1]1[CH:2]=[CH:3][CH:4]=[CH:5][CH:6]=1)([C:8]1[CH:13]=[CH:12][CH:11]=[CH:10][CH:9]=1)[C:14]1[CH:15]=[CH:16][CH:17]=[CH:18][CH:19]=1)([OH:25])=[O:24]. The catalyst class is: 10.